Dataset: Full USPTO retrosynthesis dataset with 1.9M reactions from patents (1976-2016). Task: Predict the reactants needed to synthesize the given product. (1) Given the product [F:24][C:2]1([F:1])[CH2:7][CH2:6][N:5]([CH2:31][C:30]2[CH:29]=[CH:28][C:27]([C:26]([F:25])([F:35])[F:36])=[CH:34][CH:33]=2)[C@@H:4]([C:8]([NH:10][C:11]2([C:14]3[CH:23]=[CH:22][C:17]([C:18]([O:20][CH3:21])=[O:19])=[CH:16][CH:15]=3)[CH2:12][CH2:13]2)=[O:9])[CH2:3]1, predict the reactants needed to synthesize it. The reactants are: [F:1][C:2]1([F:24])[CH2:7][CH2:6][NH:5][C@@H:4]([C:8]([NH:10][C:11]2([C:14]3[CH:23]=[CH:22][C:17]([C:18]([O:20][CH3:21])=[O:19])=[CH:16][CH:15]=3)[CH2:13][CH2:12]2)=[O:9])[CH2:3]1.[F:25][C:26]([F:36])([F:35])[C:27]1[CH:34]=[CH:33][C:30]([CH2:31]Br)=[CH:29][CH:28]=1. (2) Given the product [O:35]1[CH2:40][CH2:39][N:38]([C:41]2[C:46]([NH:47][C:55]3[C:64]4[C:59](=[CH:60][C:61]([F:66])=[CH:62][C:63]=4[F:65])[N:58]=[C:57]([C:67]4[CH:72]=[CH:71][N:70]=[C:69]([N:73]5[CH2:78][CH2:77][N:76]([CH3:79])[CH2:75][CH2:74]5)[CH:68]=4)[C:56]=3[CH3:80])=[CH:45][C:44]([N:48]3[CH2:49][CH2:50][O:51][CH2:52][CH2:53]3)=[CH:43][N:42]=2)[CH2:37][CH2:36]1, predict the reactants needed to synthesize it. The reactants are: C1(P(C2CCCCC2)C2C=CC=CC=2C2C(C(C)C)=CC(C(C)C)=CC=2C(C)C)CCCCC1.[O:35]1[CH2:40][CH2:39][N:38]([C:41]2[C:46]([NH2:47])=[CH:45][C:44]([N:48]3[CH2:53][CH2:52][O:51][CH2:50][CH2:49]3)=[CH:43][N:42]=2)[CH2:37][CH2:36]1.Cl[C:55]1[C:64]2[C:59](=[CH:60][C:61]([F:66])=[CH:62][C:63]=2[F:65])[N:58]=[C:57]([C:67]2[CH:72]=[CH:71][N:70]=[C:69]([N:73]3[CH2:78][CH2:77][N:76]([CH3:79])[CH2:75][CH2:74]3)[CH:68]=2)[C:56]=1[CH3:80].CC(C)([O-])C.[Na+]. (3) Given the product [Cl:18][C:12]1[CH:11]=[C:10]([N:7]2[C:8]([CH3:9])=[C:4]([C:1]([C:20]3[CH:25]=[CH:24][CH:23]=[CH:22][CH:21]=3)=[CH2:2])[C:5]([CH3:19])=[N:6]2)[CH:17]=[CH:16][C:13]=1[C:14]#[N:15], predict the reactants needed to synthesize it. The reactants are: [C:1]([C:4]1[C:5]([CH3:19])=[N:6][N:7]([C:10]2[CH:17]=[CH:16][C:13]([C:14]#[N:15])=[C:12]([Cl:18])[CH:11]=2)[C:8]=1[CH3:9])(=O)[CH3:2].[C:20]1([Mg]Br)[CH:25]=[CH:24][CH:23]=[CH:22][CH:21]=1.C1COCC1.[Cl-].[NH4+].